Dataset: Forward reaction prediction with 1.9M reactions from USPTO patents (1976-2016). Task: Predict the product of the given reaction. (1) Given the reactants FC(F)(F)C1C=CC=C(C(F)(F)F)C=1.[Br:15][C:16]1[CH:17]=[C:18]([CH:22]=[CH:23][C:24]=1[O:25][C:26]([F:29])([F:28])[F:27])[C:19](Cl)=[O:20].[H][H], predict the reaction product. The product is: [Br:15][C:16]1[CH:17]=[C:18]([CH:22]=[CH:23][C:24]=1[O:25][C:26]([F:27])([F:28])[F:29])[CH:19]=[O:20]. (2) The product is: [C:1]12([C:11]3[CH:12]=[CH:13][C:14]([O:15][CH2:16][C:17]([N:31]4[CH2:30][CH2:29][N:28]5[C:24]([C:23]([F:34])([F:22])[F:33])=[N:25][N:26]=[C:27]5[CH2:32]4)=[O:19])=[CH:20][CH:21]=3)[CH2:2][CH:3]3[CH2:4][CH:5]([CH2:6][CH:7]([CH2:9]3)[CH2:8]1)[CH2:10]2. Given the reactants [C:1]12([C:11]3[CH:21]=[CH:20][C:14]([O:15][CH2:16][C:17]([OH:19])=O)=[CH:13][CH:12]=3)[CH2:10][CH:5]3[CH2:6][CH:7]([CH2:9][CH:3]([CH2:4]3)[CH2:2]1)[CH2:8]2.[F:22][C:23]([F:34])([F:33])[C:24]1[N:28]2[CH2:29][CH2:30][NH:31][CH2:32][C:27]2=[N:26][N:25]=1, predict the reaction product. (3) Given the reactants C([O:3][C:4](=[O:26])[CH2:5][N:6]([C:8](=[O:25])[C:9]1[CH:14]=[CH:13][CH:12]=[C:11]([CH2:15][O:16][C:17]2[CH:22]=[CH:21][C:20](Br)=[CH:19][C:18]=2[F:24])[CH:10]=1)[CH3:7])C.[F:27][C:28]1[CH:33]=[C:32]([F:34])[C:31]([F:35])=[CH:30][C:29]=1B(O)O.C(=O)([O-])[O-].[K+].[K+].CN(C=O)C, predict the reaction product. The product is: [CH3:7][N:6]([CH2:5][C:4]([OH:3])=[O:26])[C:8](=[O:25])[C:9]1[CH:14]=[CH:13][CH:12]=[C:11]([CH2:15][O:16][C:17]2[CH:22]=[CH:21][C:20]([C:29]3[CH:30]=[C:31]([F:35])[C:32]([F:34])=[CH:33][C:28]=3[F:27])=[CH:19][C:18]=2[F:24])[CH:10]=1. (4) Given the reactants [CH2:1]([C:4]1[C:8]([CH2:9][CH2:10][CH2:11][CH2:12][OH:13])=[CH:7][N:6]([C:14]2[CH:19]=[CH:18][C:17]([C:20]([F:23])([F:22])[F:21])=[CH:16][N:15]=2)[N:5]=1)[CH2:2][CH3:3].O[C:25]1[CH:30]=[CH:29][C:28]([CH2:31][CH2:32][C:33]([O:35]C)=[O:34])=[C:27]([O:37][CH3:38])[CH:26]=1.C(P(CCCC)CCCC)CCC.N(C(N1CCCCC1)=O)=NC(N1CCCCC1)=O, predict the reaction product. The product is: [CH3:38][O:37][C:27]1[CH:26]=[C:25]([O:13][CH2:12][CH2:11][CH2:10][CH2:9][C:8]2[C:4]([CH2:1][CH2:2][CH3:3])=[N:5][N:6]([C:14]3[CH:19]=[CH:18][C:17]([C:20]([F:22])([F:21])[F:23])=[CH:16][N:15]=3)[CH:7]=2)[CH:30]=[CH:29][C:28]=1[CH2:31][CH2:32][C:33]([OH:35])=[O:34]. (5) The product is: [C:22]([NH:19][C:6]1[CH:5]=[C:4]([CH:9]=[CH:8][C:7]=1[O:10][CH2:11][CH2:12][N:13]1[CH2:14][CH2:15][O:16][CH2:17][CH2:18]1)[CH:3]=[O:20])(=[O:29])[C:23]1[CH:28]=[CH:27][CH:26]=[CH:25][CH:24]=1. Given the reactants CO[CH:3]([O:20]C)[C:4]1[CH:9]=[CH:8][C:7]([O:10][CH2:11][CH2:12][N:13]2[CH2:18][CH2:17][O:16][CH2:15][CH2:14]2)=[C:6]([NH2:19])[CH:5]=1.[C:22](Cl)(=[O:29])[C:23]1[CH:28]=[CH:27][CH:26]=[CH:25][CH:24]=1.N1C=CC=CC=1.Cl.C(=O)([O-])O.[Na+], predict the reaction product. (6) Given the reactants [Cl:1][C:2]1[CH:7]=[C:6]([Cl:8])[CH:5]=[CH:4][C:3]=1[CH:9]=[CH:10][C:11]([OH:13])=O.[CH3:14][C:15]1[N:19]([CH3:20])[C:18]([C:21]2[CH:22]=[C:23]([CH:25]=[CH:26][CH:27]=2)[NH2:24])=[CH:17][N:16]=1, predict the reaction product. The product is: [Cl:1][C:2]1[CH:7]=[C:6]([Cl:8])[CH:5]=[CH:4][C:3]=1/[CH:9]=[CH:10]/[C:11]([NH:24][C:23]1[CH:25]=[CH:26][CH:27]=[C:21]([C:18]2[N:19]([CH3:20])[C:15]([CH3:14])=[N:16][CH:17]=2)[CH:22]=1)=[O:13]. (7) Given the reactants [C:1]1([CH2:11][CH2:12][CH2:13][C:14](Cl)=[O:15])[C:10]2[C:5](=[CH:6][CH:7]=[CH:8][CH:9]=2)[CH:4]=[CH:3][CH:2]=1.[F:17][C:18]1[CH:23]=[CH:22][C:21]([CH:24]([N:32]2[CH2:37][CH2:36][N:35]([CH3:38])[CH2:34][CH2:33]2)[CH2:25][N:26]2[CH2:31][CH2:30][NH:29][CH2:28][CH2:27]2)=[CH:20][CH:19]=1.C(=O)(O)[O-].[Na+], predict the reaction product. The product is: [F:17][C:18]1[CH:23]=[CH:22][C:21]([CH:24]([N:32]2[CH2:37][CH2:36][N:35]([CH3:38])[CH2:34][CH2:33]2)[CH2:25][N:26]2[CH2:31][CH2:30][N:29]([C:14](=[O:15])[CH2:13][CH2:12][CH2:11][C:1]3[C:10]4[C:5](=[CH:6][CH:7]=[CH:8][CH:9]=4)[CH:4]=[CH:3][CH:2]=3)[CH2:28][CH2:27]2)=[CH:20][CH:19]=1. (8) Given the reactants [C:1]([O:4][CH2:5][CH2:6][CH2:7][CH2:8][CH2:9][CH2:10][O:11][CH2:12][CH2:13][C:14]#[C:15][C:16]1[CH:21]=[CH:20][C:19]([N:22]([CH3:29])[C:23](=[O:28])[C:24]([F:27])([F:26])[F:25])=[CH:18][CH:17]=1)(=[O:3])[CH3:2].[H][H], predict the reaction product. The product is: [C:1]([O:4][CH2:5][CH2:6][CH2:7][CH2:8][CH2:9][CH2:10][O:11][CH2:12][CH2:13][CH2:14][CH2:15][C:16]1[CH:17]=[CH:18][C:19]([N:22]([CH3:29])[C:23](=[O:28])[C:24]([F:26])([F:25])[F:27])=[CH:20][CH:21]=1)(=[O:3])[CH3:2]. (9) Given the reactants Br[C:2]1[S:10][C:9]2[C:8](=[O:11])[N:7]([C:12]3[CH:17]=[CH:16][C:15]([O:18][CH2:19][CH2:20][N:21]4[CH2:25][CH2:24][CH2:23][CH2:22]4)=[C:14]([F:26])[CH:13]=3)[CH:6]=[N:5][C:4]=2[CH:3]=1.[C:27]([C:29]1([OH:34])[CH2:33][CH2:32][CH2:31][CH2:30]1)#[CH:28], predict the reaction product. The product is: [F:26][C:14]1[CH:13]=[C:12]([N:7]2[C:8](=[O:11])[C:9]3[S:10][C:2]([C:28]#[C:27][C:29]4([OH:34])[CH2:33][CH2:32][CH2:31][CH2:30]4)=[CH:3][C:4]=3[N:5]=[CH:6]2)[CH:17]=[CH:16][C:15]=1[O:18][CH2:19][CH2:20][N:21]1[CH2:25][CH2:24][CH2:23][CH2:22]1.